Dataset: NCI-60 drug combinations with 297,098 pairs across 59 cell lines. Task: Regression. Given two drug SMILES strings and cell line genomic features, predict the synergy score measuring deviation from expected non-interaction effect. (1) Drug 1: CC12CCC3C(C1CCC2=O)CC(=C)C4=CC(=O)C=CC34C. Drug 2: CC1=C2C(C(=O)C3(C(CC4C(C3C(C(C2(C)C)(CC1OC(=O)C(C(C5=CC=CC=C5)NC(=O)C6=CC=CC=C6)O)O)OC(=O)C7=CC=CC=C7)(CO4)OC(=O)C)O)C)OC(=O)C. Cell line: NCI-H522. Synergy scores: CSS=51.3, Synergy_ZIP=-4.04, Synergy_Bliss=-6.09, Synergy_Loewe=-15.1, Synergy_HSA=-3.29. (2) Drug 1: C1=C(C(=O)NC(=O)N1)F. Drug 2: C(CN)CNCCSP(=O)(O)O. Cell line: MDA-MB-231. Synergy scores: CSS=1.04, Synergy_ZIP=2.18, Synergy_Bliss=6.52, Synergy_Loewe=-13.6, Synergy_HSA=0.133. (3) Drug 1: CN(CCCl)CCCl.Cl. Drug 2: C1=NNC2=C1C(=O)NC=N2. Cell line: NCIH23. Synergy scores: CSS=25.9, Synergy_ZIP=-7.86, Synergy_Bliss=-6.05, Synergy_Loewe=-23.5, Synergy_HSA=-5.36. (4) Drug 1: CN1C(=O)N2C=NC(=C2N=N1)C(=O)N. Drug 2: CCC1(CC2CC(C3=C(CCN(C2)C1)C4=CC=CC=C4N3)(C5=C(C=C6C(=C5)C78CCN9C7C(C=CC9)(C(C(C8N6C)(C(=O)OC)O)OC(=O)C)CC)OC)C(=O)OC)O.OS(=O)(=O)O. Cell line: MDA-MB-231. Synergy scores: CSS=7.80, Synergy_ZIP=-4.20, Synergy_Bliss=-4.62, Synergy_Loewe=-0.214, Synergy_HSA=-1.82.